Predict the reaction yield, written as a fraction of the theoretical maximum amount of product (1.0 means a 100% yield; for example, 0.34 means a 34% yield). From a dataset of Reaction yield outcomes from USPTO patents with 853,638 reactions. (1) The reactants are [C:1]1([C:7]2[CH:12]=[C:11]([C:13]3[CH:18]=[CH:17][CH:16]=[CH:15][C:14]=3C)[CH:10]=[CH:9][N:8]=2)[CH:6]=[CH:5][CH:4]=[CH:3][CH:2]=1.[CH3:20]O. The catalyst is [O-]S(C(F)(F)F)(=O)=O.[Ir+3].[O-]S(C(F)(F)F)(=O)=O.[O-]S(C(F)(F)F)(=O)=O.C(O)C. The product is [C:1]1([C:7]2[CH:12]=[C:11]([C:13]3[CH:14]=[C:15]([CH3:20])[CH:16]=[CH:17][CH:18]=3)[CH:10]=[CH:9][N:8]=2)[CH:2]=[CH:3][CH:4]=[CH:5][CH:6]=1. The yield is 0.480. (2) The reactants are CN(C)/[CH:3]=[CH:4]/[C:5]1[C:6]([N+:19]([O-])=O)=[CH:7][C:8]([N+:16]([O-])=O)=[C:9]([CH:15]=1)[C:10]([O:12][CH2:13][CH3:14])=[O:11].[H][H]. The catalyst is [Ni].CCO. The product is [NH2:16][C:8]1[CH:7]=[C:6]2[C:5]([CH:4]=[CH:3][NH:19]2)=[CH:15][C:9]=1[C:10]([O:12][CH2:13][CH3:14])=[O:11]. The yield is 0.300. (3) The reactants are [Si]([O:8][C@H:9]([CH3:34])[C@@H:10]([NH:23][C:24]1[CH:31]=[CH:30][C:27]([C:28]#[N:29])=[C:26]([Cl:32])[C:25]=1[CH3:33])[C:11]1[S:12][C:13]([C:16]2[CH:21]=[CH:20][C:19]([F:22])=[CH:18][CH:17]=2)=[N:14][N:15]=1)(C(C)(C)C)(C)C.[F-].C([N+](CCCC)(CCCC)CCCC)CCC. No catalyst specified. The product is [Cl:32][C:26]1[C:25]([CH3:33])=[C:24]([NH:23][C@@H:10]([C:11]2[S:12][C:13]([C:16]3[CH:17]=[CH:18][C:19]([F:22])=[CH:20][CH:21]=3)=[N:14][N:15]=2)[C@H:9]([OH:8])[CH3:34])[CH:31]=[CH:30][C:27]=1[C:28]#[N:29]. The yield is 0.500. (4) The reactants are [C:1]([C:5]1[CH:10]=[C:9](Br)[C:8]([N+:12]([O-:14])=[O:13])=[CH:7][C:6]=1[O:15][CH3:16])([CH3:4])([CH3:3])[CH3:2].[F-:17].[K+].[K+].[Br-].Cl[C:22]([F:28])([F:27])C(OC)=O. The catalyst is CN(C=O)C.O.[Cu]I. The product is [C:1]([C:5]1[CH:10]=[C:9]([C:22]([F:28])([F:17])[F:27])[C:8]([N+:12]([O-:14])=[O:13])=[CH:7][C:6]=1[O:15][CH3:16])([CH3:4])([CH3:3])[CH3:2]. The yield is 0.610. (5) The reactants are [NH2:1][C:2]1[CH:7]=[C:6]([O:8][C:9]2[CH:10]=[C:11]([CH2:15][CH2:16][C:17]([O:19][CH3:20])=[O:18])[CH:12]=[CH:13][CH:14]=2)[CH:5]=[CH:4][N:3]=1.[C:21](OC(=O)C)(=[O:23])[CH3:22]. The catalyst is N1C=CC=CC=1. The product is [C:21]([NH:1][C:2]1[CH:7]=[C:6]([O:8][C:9]2[CH:10]=[C:11]([CH2:15][CH2:16][C:17]([O:19][CH3:20])=[O:18])[CH:12]=[CH:13][CH:14]=2)[CH:5]=[CH:4][N:3]=1)(=[O:23])[CH3:22]. The yield is 0.760. (6) The reactants are [F:1][C:2]1[CH:7]=[C:6]([F:8])[CH:5]=[CH:4][N:3]=1.[Li+].CC([N-]C(C)C)C.CCCCCCC.[CH3:24][C:25]([O:28][C:29](O[C:29]([O:28][C:25]([CH3:27])([CH3:26])[CH3:24])=[O:30])=[O:30])([CH3:27])[CH3:26]. The yield is 0.730. The catalyst is C1COCC1. The product is [F:1][C:2]1[N:3]=[CH:4][CH:5]=[C:6]([F:8])[C:7]=1[C:29]([O:28][C:25]([CH3:27])([CH3:26])[CH3:24])=[O:30]. (7) The reactants are C(N1CC[C@@H](O)[C@H]1C(O)=O)(OC(C)(C)C)=O.CC(C)([O-])C.[K+].Cl[C:24]1[C:33]2[C:28](=[CH:29][C:30](OC)=[CH:31][CH:32]=2)[CH:27]=[CH:26][N:25]=1. The catalyst is CS(C)=O. The product is [CH:24]1[C:33]2[C:28](=[CH:29][CH:30]=[CH:31][CH:32]=2)[CH:27]=[CH:26][N:25]=1. The yield is 0.990. (8) The reactants are [C:1]([C:5]1[CH:10]=[CH:9][C:8]([N:11]2[C:15](=[O:16])[C:14](=[CH:17][NH:18][NH:19][C:20](=[O:31])[C:21]3[CH:26]=[CH:25][C:24]([C:27]([O:29]C)=[O:28])=[CH:23][CH:22]=3)[C:13]([CH3:32])=[N:12]2)=[CH:7][CH:6]=1)([CH3:4])([CH3:3])[CH3:2].[OH-].[Na+].Cl. The catalyst is CO. The product is [C:1]([C:5]1[CH:6]=[CH:7][C:8]([N:11]2[C:15](=[O:16])[C:14](=[CH:17][NH:18][NH:19][C:20](=[O:31])[C:21]3[CH:22]=[CH:23][C:24]([C:27]([OH:29])=[O:28])=[CH:25][CH:26]=3)[C:13]([CH3:32])=[N:12]2)=[CH:9][CH:10]=1)([CH3:4])([CH3:2])[CH3:3]. The yield is 0.580. (9) The reactants are [C:1]1([OH:21])[C:2]([C:11]2[CH:20]=[CH:19][C:18]3[CH2:17][CH2:16][CH2:15][CH2:14][C:13]=3[CH:12]=2)=[CH:3][CH:4]=[C:5]2[C:10]=1[CH2:9][CH2:8][CH2:7][CH2:6]2.CS(O[CH:27]([CH3:29])[CH3:28])(=O)=O. The catalyst is [O-]S(C(F)(F)F)(=O)=O.[Sc+3].[O-]S(C(F)(F)F)(=O)=O.[O-]S(C(F)(F)F)(=O)=O.C(Cl)(Cl)(Cl)Cl. The product is [CH:27]([C:3]1[CH:4]=[C:5]2[C:10]([CH2:9][CH2:8][CH2:7][CH2:6]2)=[C:1]([OH:21])[C:2]=1[C:11]1[CH:20]=[CH:19][C:18]2[CH2:17][CH2:16][CH2:15][CH2:14][C:13]=2[CH:12]=1)([CH3:29])[CH3:28]. The yield is 0.780. (10) The reactants are [CH3:1][C:2]1[O:6][N:5]=[C:4]([C:7]2[CH:12]=[CH:11][CH:10]=[CH:9][CH:8]=2)[C:3]=1[CH2:13][O:14][C:15]1[CH:23]=[CH:22][C:18]([C:19]([OH:21])=O)=[CH:17][N:16]=1.[NH2:24][CH2:25][CH:26]([OH:31])[C:27]([F:30])([F:29])[F:28]. No catalyst specified. The product is [CH3:1][C:2]1[O:6][N:5]=[C:4]([C:7]2[CH:8]=[CH:9][CH:10]=[CH:11][CH:12]=2)[C:3]=1[CH2:13][O:14][C:15]1[CH:23]=[CH:22][C:18]([C:19]([NH:24][CH2:25][CH:26]([OH:31])[C:27]([F:30])([F:29])[F:28])=[O:21])=[CH:17][N:16]=1. The yield is 0.460.